Dataset: Experimentally validated miRNA-target interactions with 360,000+ pairs, plus equal number of negative samples. Task: Binary Classification. Given a miRNA mature sequence and a target amino acid sequence, predict their likelihood of interaction. (1) The miRNA is mmu-miR-24-3p with sequence UGGCUCAGUUCAGCAGGAACAG. The protein sequence of the target gene is MQARRLAKRPSLGSRRGGAAPAPAPEAAALGLPPPGPSPAAAPGSWRPPLPPPRGTGPSRAAAASSPVLLLLGEEDEDEEGAGRRRRTRGRVTEKPRGVAEEEDDDEEEDEEVVVEVVDGDEDDEDAEERFVPLGPGRALPKGPARGAVKVGSFKREMTFTFQSEDFRRDSSKKPSHHLFPLAMEEDVRTADTKKTSRVLDQEKETRSVCLLEQKRKVVSSNIDVPPARKSSEELDMDKVTAAMVLTSLSTSPLVRSPPVRPNEGLSGSWKEGAPSSSSSSGYWSWSAPSDQSNPSTPSP.... Result: 1 (interaction). (2) The miRNA is hsa-miR-6747-3p with sequence UCCUGCCUUCCUCUGCACCAG. The protein sequence of the target gene is MPYQYPALTPEQKKELSDIAHRIVAPGKGILAADESTGSIAKRLQSIGTENTEENRRFYRQLLLTADDRVNPCIGGVILFHETLYQKADDGRPFPQVIKSKGGVVGIKVDKGVVPLAGTNGETTTQGLDGLSERCAQYKKDGADFAKWRCVLKIGEHTPSALAIMENANVLARYASICQQNGIVPIVEPEILPDGDHDLKRCQYVTEKVLAAVYKALSDHHIYLEGTLLKPNMVTPGHACTQKFSHEEIAMATVTALRRTVPPAVTGITFLSGGQSEEEASINLNAINKCPLLKPWALTF.... Result: 1 (interaction). (3) The miRNA is mmu-miR-294-5p with sequence ACUCAAAAUGGAGGCCCUAUCU. The protein sequence of the target gene is MNFRQLLLHLPRYLGASGSPRRLWWSPSLDTISSVGSWRGRSSKSPAHWNQVVSEAEKIVGYPTSFMSLRCLLSDELSNIAMQVRKLVGTQHPLLTTARGLVHDSWNSLQLRGLVVLLISKAAGPSSVNTSCQNYDMVSGIYSCQRSLAEITELIHIALLVHRGIVNLNELQSSDGPLKDMQFGNKIAILSGDFLLANACNGLALLQNTKVVELLASALMDLVQGVYHENSTSKESYITDDIGISTWKEQTFLSHGALLAKSCQAAMELAKHDAEVQNMAFQYGKHMAMSHKINSDVQPF.... Result: 0 (no interaction). (4) The miRNA is dre-miR-9-5p with sequence UCUUUGGUUAUCUAGCUGUAUGA. The protein sequence of the target gene is MCKGLAALPHSCLERAKEIKIKLGILLQKPDSAVDLVIPYNEKPEKPAKAHKPSLEEVLQWRQSLDKLLQNSYGFASFKSFLKSEFSEENLEFWVACENYKKIKSPIKMAEKAKQIYEEFIQTEAPKEVNIDHFTKDITMKNLVEPSPRSFDLAQKRIYALMEKDSLPRFVRSEFYKELIK. Result: 0 (no interaction). (5) The miRNA is hsa-miR-342-5p with sequence AGGGGUGCUAUCUGUGAUUGA. The protein sequence of the target gene is MESRETLSSSRQRGGESDFLPVSSAKPPAAPGCAGEPLLSTPGPGKGIPVGGERMEPEEEDELGSGRDVDSNSNADSEKWVAGDGLEEQEFSIKEANFTEGSLKLKIQTTKRAKKPPKNLENYICPPEIKITIKQSGDQKVSRAGKNSKATKEEERSHSKKKLLTASDLAASDLKGFQPQAYERPQKHSTLHYDTGLPQDFTGDTLKPKHQQKSSSQNHMDWSTNSDSGPVTQNCFISPESGRETASTSKIPALEPVASFAKAQGKKGSAGNTWSQLSNNNKDLLLGGVAPSPSSHSSPA.... Result: 1 (interaction). (6) The miRNA is hsa-miR-619-5p with sequence GCUGGGAUUACAGGCAUGAGCC. The protein sequence of the target gene is MVTCAHLGRRARLPAAQPSACPGTCFSQEERMAAGYLPRWSQELVTFEDVSMDFSQEEWELLEPAQKNLYREVMLENYRNVVSLEALKNQCTDVGIKEGPLSPAQTSQVTSLSSWTGYLLFQPVASSHLEQREALWIEEKGTPQASCSDWMTVLRNQDSTYKKVALQEEPASGINMIKLIREDGGWKQLEDSHEDPQGLLSQKASLHVVAVPQEKATAWHGFGENGNLSPALVLSQGSSKGNHLCGSELDITSLASDSVLNHHQLGYADRRPCESNECGNAIRQNSHFIQHGGKMFVYLE.... Result: 1 (interaction). (7) The miRNA is mmu-miR-466e-5p with sequence GAUGUGUGUGUACAUGUACAUA. The protein sequence of the target gene is MATTGALGNYYVDSFLLGADAADELGAGRYAPGTLGQPPRQAAALAEHPDFSPCSFQSKAAVFGASWNPVHAAGANAVPAAVYHHHHHPYVHPQAPVAAAAPDGRYMRSWLEPTPGALSFAGLPSSRPYGIKPEPLSARRGDCPTLDTHTLSLTDYACGSPPVDREKQPSEGAFSENNAENESGGDKPPIDPNNPAANWLHARSTRKKRCPYTKHQTLELEKEFLFNMYLTRDRRYEVARLLNLTERQVKIWFQNRRMKMKKINKDRAKDE. Result: 0 (no interaction).